Predict the reaction yield, written as a fraction of the theoretical maximum amount of product (1.0 means a 100% yield; for example, 0.34 means a 34% yield). From a dataset of Reaction yield outcomes from USPTO patents with 853,638 reactions. (1) The reactants are C(Cl)(=O)C(Cl)=O.CS(C)=O.[C:11]([O:15][C:16]([N:18]1[CH2:25][CH2:24][C:21]2([CH2:23][CH2:22]2)[CH:20]([OH:26])[CH2:19]1)=[O:17])([CH3:14])([CH3:13])[CH3:12].C(N(CC)CC)C. The catalyst is C(Cl)Cl.CC(OC)(C)C. The product is [C:11]([O:15][C:16]([N:18]1[CH2:25][CH2:24][C:21]2([CH2:23][CH2:22]2)[C:20](=[O:26])[CH2:19]1)=[O:17])([CH3:14])([CH3:12])[CH3:13]. The yield is 0.890. (2) The reactants are [S:1]1[C:5]2=[N:6][CH:7]=[CH:8][CH:9]=[C:4]2[CH:3]=[CH:2]1.[Li]CCCC.[B:15](OC(C)C)([O:20]C(C)C)[O:16]C(C)C.Cl. The catalyst is C1COCC1. The product is [S:1]1[C:5]2=[N:6][CH:7]=[CH:8][CH:9]=[C:4]2[CH:3]=[C:2]1[B:15]([OH:20])[OH:16]. The yield is 0.0600. (3) The reactants are [CH3:1][O:2][C:3]([C:5]1[C:6]([CH3:24])=[C:7]([C:15]([C:17]2[CH:18]=[N:19][N:20]([CH3:23])[C:21]=2[OH:22])=[O:16])[CH:8]=[CH:9][C:10]=1[S:11]([CH3:14])(=[O:13])=[O:12])=[O:4].C(N(CC)CC)C.[CH3:32][CH2:33][S:34][C:35](Cl)=[O:36]. The catalyst is O1CCCC1. The product is [CH3:1][O:2][C:3]([C:5]1[C:6]([CH3:24])=[C:7]([C:15]([C:17]2[CH:18]=[N:19][N:20]([CH3:23])[C:21]=2[O:22][C:35]([S:34][CH2:33][CH3:32])=[O:36])=[O:16])[CH:8]=[CH:9][C:10]=1[S:11]([CH3:14])(=[O:13])=[O:12])=[O:4]. The yield is 0.560. (4) The reactants are [CH3:1][O:2][C:3]1[CH:4]=[C:5]([NH:11][S:12]([C:15]2[CH:20]=[CH:19][C:18](I)=[CH:17][CH:16]=2)(=[O:14])=[O:13])[CH:6]=[CH:7][C:8]=1[O:9][CH3:10].[C:22]1([NH2:29])[CH:27]=[CH:26][CH:25]=[CH:24][C:23]=1[NH2:28].CCN(CC)CC.CN([CH:40]=[O:41])C. The catalyst is CC([O-])=O.CC([O-])=O.[Pd+2].C1(P(C2C=CC=CC=2)[C-]2C=CC=C2)C=CC=CC=1.[C-]1(P(C2C=CC=CC=2)C2C=CC=CC=2)C=CC=C1.[Fe+2]. The product is [NH2:28][C:23]1[CH:24]=[CH:25][CH:26]=[CH:27][C:22]=1[NH:29][C:40](=[O:41])[C:18]1[CH:19]=[CH:20][C:15]([S:12](=[O:14])(=[O:13])[NH:11][C:5]2[CH:6]=[CH:7][C:8]([O:9][CH3:10])=[C:3]([O:2][CH3:1])[CH:4]=2)=[CH:16][CH:17]=1. The yield is 0.140.